This data is from Catalyst prediction with 721,799 reactions and 888 catalyst types from USPTO. The task is: Predict which catalyst facilitates the given reaction. (1) Reactant: [CH2:1]([O:3][C:4](=[O:26])[CH2:5][C:6]1[CH:11]=[CH:10][C:9]([C:12]2[CH:13]=[CH:14][C:15]([F:22])=[C:16]3[C:21]=2[CH2:20][NH:19][CH2:18][CH2:17]3)=[C:8]([O:23][CH2:24][CH3:25])[CH:7]=1)[CH3:2].C(N(C(C)C)C(C)C)C.[F:36][C:37]1[CH:54]=[CH:53][C:40]([CH2:41][O:42][C:43](=O)[O:44]N2C(=O)CCC2=O)=[CH:39][CH:38]=1. Product: [F:36][C:37]1[CH:38]=[CH:39][C:40]([CH2:41][O:42][C:43]([N:19]2[CH2:18][CH2:17][C:16]3[C:21](=[C:12]([C:9]4[CH:10]=[CH:11][C:6]([CH2:5][C:4]([O:3][CH2:1][CH3:2])=[O:26])=[CH:7][C:8]=4[O:23][CH2:24][CH3:25])[CH:13]=[CH:14][C:15]=3[F:22])[CH2:20]2)=[O:44])=[CH:53][CH:54]=1. The catalyst class is: 326. (2) Reactant: [Br:1][C:2]1[CH:3]=[CH:4][C:5](C(OC)=O)=[N:6][CH:7]=1.[CH3:12][Mg]Br.C([O:17][CH2:18][CH3:19])C. Product: [Br:1][C:2]1[CH:3]=[CH:4][C:5]([C:18]([OH:17])([CH3:19])[CH3:12])=[N:6][CH:7]=1. The catalyst class is: 1. (3) Product: [NH2:13][C:8]1[CH:9]=[CH:10][CH:11]=[CH:12][C:7]=1[N:2]([CH3:1])[S:3]([CH3:6])(=[O:5])=[O:4]. The catalyst class is: 19. Reactant: [CH3:1][N:2]([C:7]1[CH:12]=[CH:11][CH:10]=[CH:9][C:8]=1[N+:13]([O-])=O)[S:3]([CH3:6])(=[O:5])=[O:4]. (4) Reactant: [CH3:1][N:2]1[C:8]2[C:9]([N+:13]([O-])=O)=[CH:10][CH:11]=[CH:12][C:7]=2[C:6](=[O:16])[NH:5][CH2:4][CH2:3]1. Product: [NH2:13][C:9]1[C:8]2[N:2]([CH3:1])[CH2:3][CH2:4][NH:5][C:6](=[O:16])[C:7]=2[CH:12]=[CH:11][CH:10]=1. The catalyst class is: 19. (5) Reactant: [CH3:1][C:2]1[C:3]([N+:12]([O-:14])=[O:13])=[C:4]([CH:9]=[CH:10][CH:11]=1)[C:5]([O:7][CH3:8])=[O:6].[CH3:15][O:16]C(OC)N(C)C.Cl. Product: [CH:15]([CH2:1][C:2]1[C:3]([N+:12]([O-:14])=[O:13])=[C:4]([CH:9]=[CH:10][CH:11]=1)[C:5]([O:7][CH3:8])=[O:6])=[O:16]. The catalyst class is: 9. (6) Product: [CH2:36]([O:35][C:33]([C:32]1[C:31]([NH:1][C@H:4]2[CH2:8][CH2:7][C@H:6]([O:9][Si:10]([C:13]([CH3:16])([CH3:15])[CH3:14])([CH3:12])[CH3:11])[CH2:5]2)=[N:30][C:29]([S:38][CH3:39])=[N:28][CH:27]=1)=[O:34])[CH3:37]. Reactant: [N:1]([C@H:4]1[CH2:8][CH2:7][C@H:6]([O:9][Si:10]([C:13]([CH3:16])([CH3:15])[CH3:14])([CH3:12])[CH3:11])[CH2:5]1)=[N+]=[N-].[H][H].C(N(CC)CC)C.Cl[C:27]1[C:32]([C:33]([O:35][CH2:36][CH3:37])=[O:34])=[CH:31][N:30]=[C:29]([S:38][CH3:39])[N:28]=1. The catalyst class is: 810. (7) Reactant: [C:1]([C:4]1[CH:5]=[C:6]([NH:16][C:17](=[O:22])[C:18]([F:21])([F:20])[F:19])[CH:7]=[C:8]([S:10]([F:15])([F:14])([F:13])([F:12])[F:11])[CH:9]=1)(=[O:3])[CH3:2].[Br:23]Br. Product: [Br:23][CH2:2][C:1]([C:4]1[CH:5]=[C:6]([NH:16][C:17](=[O:22])[C:18]([F:21])([F:19])[F:20])[CH:7]=[C:8]([S:10]([F:14])([F:15])([F:13])([F:12])[F:11])[CH:9]=1)=[O:3]. The catalyst class is: 86.